Dataset: Forward reaction prediction with 1.9M reactions from USPTO patents (1976-2016). Task: Predict the product of the given reaction. (1) Given the reactants [NH:1]1[CH2:5][CH2:4][CH2:3][CH2:2]1.Br[CH2:7][CH2:8][CH2:9][CH2:10][CH2:11][C@H:12]1[CH2:29][C@@:27]2([CH3:28])[C@@H:23]([CH2:24][CH2:25][C@@H:26]2[OH:30])[C@@:22]2([CH:31]=[CH2:32])[C@H:13]1[C:14]1[CH:15]=[CH:16][C:17]([OH:33])=[CH:18][C:19]=1[CH2:20][CH2:21]2, predict the reaction product. The product is: [N:1]1([CH2:7][CH2:8][CH2:9][CH2:10][CH2:11][C@H:12]2[CH2:29][C@@:27]3([CH3:28])[C@@H:23]([CH2:24][CH2:25][C@@H:26]3[OH:30])[C@@:22]3([CH:31]=[CH2:32])[C@H:13]2[C:14]2[CH:15]=[CH:16][C:17]([OH:33])=[CH:18][C:19]=2[CH2:20][CH2:21]3)[CH2:5][CH2:4][CH2:3][CH2:2]1. (2) Given the reactants [CH2:1]([O:3][C:4]([CH:6]1[CH2:10][CH2:9][C:8](=[O:11])[NH:7]1)=[O:5])[CH3:2].[F:12][C:13]1[CH:20]=[CH:19][C:16]([CH2:17]Br)=[CH:15][CH:14]=1.[H-].[Na+], predict the reaction product. The product is: [CH2:1]([O:3][C:4]([CH:6]1[CH2:10][CH2:9][C:8](=[O:11])[N:7]1[CH2:17][C:16]1[CH:19]=[CH:20][C:13]([F:12])=[CH:14][CH:15]=1)=[O:5])[CH3:2]. (3) Given the reactants [SH:1][C:2]1[CH:7]=[CH:6][C:5]([OH:8])=[CH:4][CH:3]=1.C(=O)([O-])[O-].[Cs+].[Cs+].Br[CH2:16][C:17]([O:19][CH2:20][CH3:21])=[O:18], predict the reaction product. The product is: [OH:8][C:5]1[CH:6]=[CH:7][C:2]([S:1][CH2:16][C:17]([O:19][CH2:20][CH3:21])=[O:18])=[CH:3][CH:4]=1. (4) Given the reactants [O:1]1[C:5]2[CH:6]=[CH:7][C:8]([C:10]3[O:14][C:13]([SH:15])=[N:12][N:11]=3)=[CH:9][C:4]=2[CH2:3][CH2:2]1.[CH3:16][C:17]1[CH:24]=[CH:23][C:20]([CH2:21]Br)=[CH:19][CH:18]=1, predict the reaction product. The product is: [O:1]1[C:5]2[CH:6]=[CH:7][C:8]([C:10]3[O:14][C:13]([S:15][CH2:16][C:17]4[CH:24]=[CH:23][C:20]([CH3:21])=[CH:19][CH:18]=4)=[N:12][N:11]=3)=[CH:9][C:4]=2[CH2:3][CH2:2]1. (5) The product is: [CH3:47][O:46][C:43]1[CH:42]=[CH:41][C:40]([CH2:39][N:8]([CH2:7][C:6]2[CH:48]=[CH:49][C:3]([O:2][CH3:1])=[CH:4][CH:5]=2)[C:9]2[N:10]=[CH:11][C:12]([C:15]3[C:16]4[CH2:29][CH2:28][N:27]([C:30]5[CH:38]=[CH:37][C:33]([C:34]([N:59]6[CH2:60][CH2:61][CH:56]([N:53]7[CH2:54][CH2:55][O:50][CH2:51][CH2:52]7)[CH2:57][CH2:58]6)=[O:35])=[CH:32][CH:31]=5)[C:17]=4[N:18]=[C:19]([N:21]4[CH2:22][CH2:23][O:24][CH2:25][CH2:26]4)[N:20]=3)=[CH:13][N:14]=2)=[CH:45][CH:44]=1. Given the reactants [CH3:1][O:2][C:3]1[CH:49]=[CH:48][C:6]([CH2:7][N:8]([CH2:39][C:40]2[CH:45]=[CH:44][C:43]([O:46][CH3:47])=[CH:42][CH:41]=2)[C:9]2[N:14]=[CH:13][C:12]([C:15]3[C:16]4[CH2:29][CH2:28][N:27]([C:30]5[CH:38]=[CH:37][C:33]([C:34](O)=[O:35])=[CH:32][CH:31]=5)[C:17]=4[N:18]=[C:19]([N:21]4[CH2:26][CH2:25][O:24][CH2:23][CH2:22]4)[N:20]=3)=[CH:11][N:10]=2)=[CH:5][CH:4]=1.[O:50]1[CH2:55][CH2:54][N:53]([CH:56]2[CH2:61][CH2:60][NH:59][CH2:58][CH2:57]2)[CH2:52][CH2:51]1, predict the reaction product. (6) Given the reactants [Cl:1][C:2]1[CH:3]=[CH:4][C:5]([O:8][C@H:9]2[C@@H:13]3[CH2:14][NH:15][CH2:16][CH2:17][N:12]3[CH2:11][CH2:10]2)=[N:6][CH:7]=1.[F:18][C:19]([F:30])([F:29])[C:20]1[CH:21]=[C:22]([CH:26]=[CH:27][CH:28]=1)[C:23](Cl)=[O:24].C(N(CC)CC)C, predict the reaction product. The product is: [Cl:1][C:2]1[CH:3]=[CH:4][C:5]([O:8][C@H:9]2[C@@H:13]3[CH2:14][N:15]([C:23]([C:22]4[CH:26]=[CH:27][CH:28]=[C:20]([C:19]([F:18])([F:29])[F:30])[CH:21]=4)=[O:24])[CH2:16][CH2:17][N:12]3[CH2:11][CH2:10]2)=[N:6][CH:7]=1. (7) The product is: [CH2:26]([O:28][C:29]([CH:30]1[O:16][C:13]2[CH:14]=[CH:15][C:10]([CH2:9][CH:8]([NH:7][C:6]([O:5][C:1]([CH3:4])([CH3:2])[CH3:3])=[O:19])[CH3:18])=[CH:11][C:12]=2[O:17]1)=[O:33])[CH3:27]. Given the reactants [C:1]([O:5][C:6](=[O:19])[NH:7][CH:8]([CH3:18])[CH2:9][C:10]1[CH:15]=[CH:14][C:13]([OH:16])=[C:12]([OH:17])[CH:11]=1)([CH3:4])([CH3:3])[CH3:2].C([O-])([O-])=O.[K+].[K+].[CH2:26]([O:28][C:29](=[O:33])[CH:30](Br)Br)[CH3:27], predict the reaction product.